Dataset: Forward reaction prediction with 1.9M reactions from USPTO patents (1976-2016). Task: Predict the product of the given reaction. (1) The product is: [N:32]1([C:1]([C:4]2[CH:5]=[CH:6][C:7]([CH2:8][N:9]3[C:15]4[CH:16]=[CH:17][CH:18]=[CH:19][C:14]=4[CH2:13][N:12]([C:20](=[O:28])[C:21]4[CH:26]=[CH:25][C:24]([Cl:27])=[CH:23][CH:22]=4)[CH2:11][C:10]3=[O:29])=[CH:30][CH:31]=2)=[O:3])[CH2:36][CH2:35][CH2:34][CH2:33]1. Given the reactants [C:1]([C:4]1[CH:31]=[CH:30][C:7]([CH2:8][N:9]2[C:15]3[CH:16]=[CH:17][CH:18]=[CH:19][C:14]=3[CH2:13][N:12]([C:20](=[O:28])[C:21]3[CH:26]=[CH:25][C:24]([Cl:27])=[CH:23][CH:22]=3)[CH2:11][C:10]2=[O:29])=[CH:6][CH:5]=1)([OH:3])=O.[NH:32]1[CH2:36][CH2:35][CH2:34][CH2:33]1.C(N(CC)CC)C, predict the reaction product. (2) Given the reactants [NH2:1][C:2]1[C:7]([C:8]([C:10]2[CH:15]=[C:14]([F:16])[C:13]([F:17])=[C:12]([F:18])[C:11]=2[O:19][CH3:20])=[O:9])=[CH:6][N:5]=[C:4](S(CC)=O)[N:3]=1.FC(F)(F)C(O)=O.[CH3:32][S:33]([N:36]1[CH2:41][CH2:40][CH:39]([NH2:42])[CH2:38][CH2:37]1)(=[O:35])=[O:34], predict the reaction product. The product is: [NH2:1][C:2]1[C:7]([C:8]([C:10]2[CH:15]=[C:14]([F:16])[C:13]([F:17])=[C:12]([F:18])[C:11]=2[O:19][CH3:20])=[O:9])=[CH:6][N:5]=[C:4]([NH:42][CH:39]2[CH2:40][CH2:41][N:36]([S:33]([CH3:32])(=[O:35])=[O:34])[CH2:37][CH2:38]2)[N:3]=1. (3) Given the reactants Cl[C:2]1[CH:7]=[CH:6][NH:5][C:4](=[O:8])[C:3]=1[N+:9]([O-:11])=[O:10].[CH3:12][NH:13][CH3:14], predict the reaction product. The product is: [CH3:12][N:13]([CH3:14])[C:2]1[CH:7]=[CH:6][NH:5][C:4](=[O:8])[C:3]=1[N+:9]([O-:11])=[O:10]. (4) Given the reactants [Cl:1][C:2]1[C:3]2[CH:10]=[CH:9][NH:8][C:4]=2[N:5]=[CH:6][N:7]=1.[B-](F)(F)(F)[F:12].[B-](F)(F)(F)F.C1[N+]2(CCl)CC[N+](F)(CC2)C1.C(Cl)Cl.CO, predict the reaction product. The product is: [Cl:1][C:2]1[C:3]2[C:10]([F:12])=[CH:9][NH:8][C:4]=2[N:5]=[CH:6][N:7]=1. (5) Given the reactants [O:1]1[C:3]([CH3:5])([CH3:4])[CH:2]1[CH2:6][CH2:7][C@H:8]([C@@H:10]1[C@:27]2([CH3:28])[C@H:13]([C@H:14]3[C@H:24]([CH2:25][CH2:26]2)[C@:22]2([CH3:23])[C:17](=[CH:18][C:19](=[O:29])[CH2:20][CH2:21]2)[CH:16]=[CH:15]3)[CH2:12][CH2:11]1)[CH3:9], predict the reaction product. The product is: [CH3:5][CH:3]([C:2](=[O:1])[CH2:6][CH2:7][C@H:8]([C@@H:10]1[C@:27]2([CH3:28])[C@H:13]([C@H:14]3[C@H:24]([CH2:25][CH2:26]2)[C@:22]2([CH3:23])[C:17](=[CH:18][C:19](=[O:29])[CH2:20][CH2:21]2)[CH:16]=[CH:15]3)[CH2:12][CH2:11]1)[CH3:9])[CH3:4].